From a dataset of Reaction yield outcomes from USPTO patents with 853,638 reactions. Predict the reaction yield, written as a fraction of the theoretical maximum amount of product (1.0 means a 100% yield; for example, 0.34 means a 34% yield). (1) The product is [OH:16][C:2]1[CH:3]=[C:4]([CH:8]=[CH:9][C:10]=1[C:11]([O:13][CH3:14])=[O:12])[C:5]([OH:7])=[O:6]. The yield is 0.530. The reactants are N[C:2]1[CH:3]=[C:4]([CH:8]=[CH:9][C:10]=1[C:11]([O:13][CH3:14])=[O:12])[C:5]([OH:7])=[O:6].N([O-])=[O:16].[Na+].S(=O)(=O)(O)O. The catalyst is Cl.C(O)(=O)C. (2) The reactants are [CH3:1][CH2:2][CH:3]([C:8]([O:10][CH2:11][CH3:12])=[O:9])[C:4]([O:6][CH3:7])=[O:5].[H-].[Na+].Cl.Cl[CH2:17][C:18]1[CH:23]=[CH:22][N:21]=[CH:20][CH:19]=1.[CH3:24]N(C=O)C. No catalyst specified. The product is [N:21]1[CH:22]=[CH:23][C:18]([CH2:17][CH:2]([CH:3]([C:4]([O:6][CH2:7][CH3:24])=[O:5])[C:8]([O:10][CH2:11][CH3:12])=[O:9])[CH3:1])=[CH:19][CH:20]=1. The yield is 0.681.